From a dataset of Full USPTO retrosynthesis dataset with 1.9M reactions from patents (1976-2016). Predict the reactants needed to synthesize the given product. (1) Given the product [CH2:1]([O:3][C:4]1[CH:5]=[CH:6][C:7]([N:10]2[C:31]([CH3:32])=[N:17][C:16]3[C:11]2=[N:12][C:13]([NH:18][C:19]2[CH:20]=[N:21][N:22]([CH:24]4[CH2:29][CH2:28][N:27]([CH3:30])[CH2:26][CH2:25]4)[CH:23]=2)=[N:14][CH:15]=3)=[CH:8][CH:9]=1)[CH3:2], predict the reactants needed to synthesize it. The reactants are: [CH2:1]([O:3][C:4]1[CH:9]=[CH:8][C:7]([NH:10][C:11]2[C:16]([NH2:17])=[CH:15][N:14]=[C:13]([NH:18][C:19]3[CH:20]=[N:21][N:22]([CH:24]4[CH2:29][CH2:28][N:27]([CH3:30])[CH2:26][CH2:25]4)[CH:23]=3)[N:12]=2)=[CH:6][CH:5]=1)[CH3:2].[C:31](O)(=O)[CH3:32]. (2) Given the product [Br:13][C:14]1[C:19]([F:20])=[C:18]([CH:17]=[C:16]([C:21]([F:24])([F:22])[F:23])[CH:15]=1)[CH:28]=[O:29], predict the reactants needed to synthesize it. The reactants are: [Li]CCCC.C(NC(C)C)(C)C.[Br:13][C:14]1[CH:15]=[C:16]([C:21]([F:24])([F:23])[F:22])[CH:17]=[CH:18][C:19]=1[F:20].CN([CH:28]=[O:29])C.C(O)(=O)C. (3) Given the product [Cl:32][C:26]1[CH:27]=[C:28]([CH3:31])[CH:29]=[CH:30][C:25]=1[NH:24][C:21]1[CH:20]=[CH:19][C:18]([CH2:17][NH:16][C:13]([C:10]2([NH:9][C:7]([C:5]3[CH:4]=[N:3][CH:2]=[N:1][CH:6]=3)=[O:8])[CH2:11][CH2:12]2)=[O:15])=[N:23][CH:22]=1, predict the reactants needed to synthesize it. The reactants are: [N:1]1[CH:6]=[C:5]([C:7]([NH:9][C:10]2([C:13]([OH:15])=O)[CH2:12][CH2:11]2)=[O:8])[CH:4]=[N:3][CH:2]=1.[NH2:16][CH2:17][C:18]1[N:23]=[CH:22][C:21]([NH:24][C:25]2[CH:30]=[CH:29][C:28]([CH3:31])=[CH:27][C:26]=2[Cl:32])=[CH:20][CH:19]=1.CN(C(ON1N=NC2C=CC=CC1=2)=[N+](C)C)C.[B-](F)(F)(F)F.C(N(C(C)C)CC)(C)C. (4) Given the product [Cl:20][C:6]1[CH:5]=[N:4][CH:3]=[C:2]([Cl:1])[C:7]=1[S:8][C:9]1[S:13][C:12]([C:14]([NH:21][C:22]2[CH:27]=[CH:26][C:25]([OH:28])=[CH:24][CH:23]=2)=[O:16])=[CH:11][C:10]=1[N+:17]([O-:19])=[O:18], predict the reactants needed to synthesize it. The reactants are: [Cl:1][C:2]1[CH:3]=[N:4][CH:5]=[C:6]([Cl:20])[C:7]=1[S:8][C:9]1[S:13][C:12]([C:14]([OH:16])=O)=[CH:11][C:10]=1[N+:17]([O-:19])=[O:18].[NH2:21][C:22]1[CH:27]=[CH:26][C:25]([OH:28])=[CH:24][CH:23]=1. (5) Given the product [CH2:1]([N:8]1[CH:12]=[C:11]([C:13]2[CH:18]=[C:17]([F:19])[CH:16]=[CH:15][C:14]=2[F:20])[N:10]=[C:9]1[C@@H:21]([CH:22]1[CH2:27][CH2:26][O:25][CH2:24][CH2:23]1)[NH2:28])[C:2]1[CH:3]=[CH:4][CH:5]=[CH:6][CH:7]=1, predict the reactants needed to synthesize it. The reactants are: [CH2:1]([N:8]1[CH:12]=[C:11]([C:13]2[CH:18]=[C:17]([F:19])[CH:16]=[CH:15][C:14]=2[F:20])[N:10]=[C:9]1[C@H:21]([NH:28]C(=O)OC(C)(C)C)[CH:22]1[CH2:27][CH2:26][O:25][CH2:24][CH2:23]1)[C:2]1[CH:7]=[CH:6][CH:5]=[CH:4][CH:3]=1.FC(F)(F)C(O)=O. (6) Given the product [CH:1]1([CH2:4][NH:5][N:6]2[C:15]3[C:10](=[CH:11][CH:12]=[CH:13][CH:14]=3)[C:9]([OH:16])=[C:8]([C:17]3[NH:22][C:21]4[CH:23]=[CH:24][C:25]([O:30][CH2:35][C:36]#[N:37])=[C:26]([N+:27]([O-:29])=[O:28])[C:20]=4[S:19](=[O:32])(=[O:31])[N:18]=3)[C:7]2=[O:33])[CH2:2][CH2:3]1, predict the reactants needed to synthesize it. The reactants are: [CH:1]1([CH2:4][NH:5][N:6]2[C:15]3[C:10](=[CH:11][CH:12]=[CH:13][CH:14]=3)[C:9]([OH:16])=[C:8]([C:17]3[NH:22][C:21]4[CH:23]=[CH:24][C:25]([OH:30])=[C:26]([N+:27]([O-:29])=[O:28])[C:20]=4[S:19](=[O:32])(=[O:31])[N:18]=3)[C:7]2=[O:33])[CH2:3][CH2:2]1.Br[CH2:35][C:36]#[N:37].C(=O)([O-])[O-].[K+].[K+].